From a dataset of Full USPTO retrosynthesis dataset with 1.9M reactions from patents (1976-2016). Predict the reactants needed to synthesize the given product. Given the product [N:2]1[NH:20][N:21]=[N:22][C:1]=1[C@@H:3]1[N:7]([C:8]([O:10][C:11]([CH3:13])([CH3:14])[CH3:12])=[O:9])[C@H:6]([C:15]([O:17][CH2:18][CH3:19])=[O:16])[CH2:5][CH2:4]1, predict the reactants needed to synthesize it. The reactants are: [C:1]([C@@H:3]1[N:7]([C:8]([O:10][C:11]([CH3:14])([CH3:13])[CH3:12])=[O:9])[C@H:6]([C:15]([O:17][CH2:18][CH3:19])=[O:16])[CH2:5][CH2:4]1)#[N:2].[N-:20]=[N+:21]=[N-:22].[Na+].[Cl-].[NH4+].